From a dataset of Catalyst prediction with 721,799 reactions and 888 catalyst types from USPTO. Predict which catalyst facilitates the given reaction. (1) Reactant: [CH3:1][O:2][C:3]1[CH:8]=[C:7]([O:9][CH3:10])[CH:6]=[CH:5][C:4]=1[CH:11]([CH2:14][C:15]([C:17]1[CH:22]=[CH:21][C:20]([O:23][CH2:24][CH:25]=[CH2:26])=[CH:19][CH:18]=1)=[O:16])[C:12]#[N:13].[CH:27]([N-]C(C)C)(C)C.[Li+].IC.O. Product: [CH3:1][O:2][C:3]1[CH:8]=[C:7]([O:9][CH3:10])[CH:6]=[CH:5][C:4]=1[C:11]([CH3:27])([CH2:14][C:15]([C:17]1[CH:22]=[CH:21][C:20]([O:23][CH2:24][CH:25]=[CH2:26])=[CH:19][CH:18]=1)=[O:16])[C:12]#[N:13]. The catalyst class is: 305. (2) Reactant: Br[CH2:2][C:3](=[CH2:8])[C:4]([O:6][CH3:7])=[O:5].C([O-])([O-])=O.[K+].[K+].[NH:15]1[CH2:20][CH2:19][O:18][CH2:17][CH2:16]1. Product: [CH3:7][O:6][C:4](=[O:5])[C:3]([CH2:2][N:15]1[CH2:20][CH2:19][O:18][CH2:17][CH2:16]1)=[CH2:8]. The catalyst class is: 10. (3) Reactant: [CH3:1][C:2]1[C:22]([CH3:23])=[CH:21][C:5]2[N:6]([CH2:9][C:10]3[CH:20]=[CH:19][C:13]4[N:14]=[C:15]([S:17][CH3:18])[S:16][C:12]=4[CH:11]=3)[CH:7]=[N:8][C:4]=2[CH:3]=1.ClC1C=CC=C(C(OO)=[O:32])C=1. Product: [CH3:1][C:2]1[C:22]([CH3:23])=[CH:21][C:5]2[N:6]([CH2:9][C:10]3[CH:20]=[CH:19][C:13]4[N:14]=[C:15]([S:17]([CH3:18])=[O:32])[S:16][C:12]=4[CH:11]=3)[CH:7]=[N:8][C:4]=2[CH:3]=1. The catalyst class is: 91. (4) Reactant: [NH2:1][C:2]1[N:7]=[CH:6][N:5]=[C:4]2[N:8]([CH2:32][CH2:33][N:34]3[CH2:39][CH2:38][O:37][CH2:36][CH2:35]3)[N:9]=[C:10]([C:11]3[CH:16]=[CH:15][C:14]([NH:17][C:18]([C:20]4[N:21]([CH3:29])[C:22]5[C:27]([CH:28]=4)=[CH:26][CH:25]=[CH:24][CH:23]=5)=[O:19])=[C:13]([O:30][CH3:31])[CH:12]=3)[C:3]=12.[C:40]([OH:47])(=[O:46])/[CH:41]=[CH:42]\[C:43]([OH:45])=[O:44]. Product: [C:40]([OH:47])(=[O:46])/[CH:41]=[CH:42]\[C:43]([OH:45])=[O:44].[C:40]([OH:47])(=[O:46])/[CH:41]=[CH:42]\[C:43]([OH:45])=[O:44].[NH2:1][C:2]1[N:7]=[CH:6][N:5]=[C:4]2[N:8]([CH2:32][CH2:33][N:34]3[CH2:39][CH2:38][O:37][CH2:36][CH2:35]3)[N:9]=[C:10]([C:11]3[CH:16]=[CH:15][C:14]([NH:17][C:18]([C:20]4[N:21]([CH3:29])[C:22]5[C:27]([CH:28]=4)=[CH:26][CH:25]=[CH:24][CH:23]=5)=[O:19])=[C:13]([O:30][CH3:31])[CH:12]=3)[C:3]=12. The catalyst class is: 13.